This data is from Reaction yield outcomes from USPTO patents with 853,638 reactions. The task is: Predict the reaction yield, written as a fraction of the theoretical maximum amount of product (1.0 means a 100% yield; for example, 0.34 means a 34% yield). The reactants are C[Si]([N-][Si](C)(C)C)(C)C.[Na+].[O:11]=[C:12]1[CH2:16][N:15]([C:17]([O:19][CH2:20][C:21]2[CH:26]=[CH:25][CH:24]=[CH:23][CH:22]=2)=[O:18])[C@H:14]([C:27](=[O:39])[NH:28][C@H:29]2[C:38]3[C:33](=[CH:34][CH:35]=[CH:36][CH:37]=3)[CH2:32][CH2:31][CH2:30]2)[CH2:13]1.C1(N([S:47]([C:50]([F:53])([F:52])[F:51])(=[O:49])=[O:48])[S:47]([C:50]([F:53])([F:52])[F:51])(=[O:49])=[O:48])C=CC=CC=1. The catalyst is C1COCC1. The product is [C@H:29]1([NH:28][C:27]([C@@H:14]2[CH:13]=[C:12]([O:11][S:47]([C:50]([F:53])([F:52])[F:51])(=[O:49])=[O:48])[CH2:16][N:15]2[C:17]([O:19][CH2:20][C:21]2[CH:22]=[CH:23][CH:24]=[CH:25][CH:26]=2)=[O:18])=[O:39])[C:38]2[C:33](=[CH:34][CH:35]=[CH:36][CH:37]=2)[CH2:32][CH2:31][CH2:30]1. The yield is 0.420.